From a dataset of Reaction yield outcomes from USPTO patents with 853,638 reactions. Predict the reaction yield, written as a fraction of the theoretical maximum amount of product (1.0 means a 100% yield; for example, 0.34 means a 34% yield). (1) The reactants are [Cl-].O[NH3+:3].[C:4](=[O:7])([O-])[OH:5].[Na+].[O:9]=[C:10]1[C:15]([CH2:16][C:17]2[CH:22]=[CH:21][C:20]([C:23]3[C:24]([C:29]#[N:30])=[CH:25][CH:26]=[CH:27][CH:28]=3)=[CH:19][CH:18]=2)=[C:14]([CH2:31][CH2:32][CH3:33])[N:13]2[N:34]=[CH:35][N:36]=[C:12]2[N:11]1[CH:37]1[CH2:42][CH2:41][N:40]([CH:43]2[CH2:48][CH2:47][O:46][CH2:45][CH2:44]2)[CH2:39][CH2:38]1. The catalyst is CS(C)=O.C(OCC)(=O)C. The product is [O:7]=[C:4]1[O:5][N:3]=[C:29]([C:24]2[CH:25]=[CH:26][CH:27]=[CH:28][C:23]=2[C:20]2[CH:19]=[CH:18][C:17]([CH2:16][C:15]3[C:10](=[O:9])[N:11]([CH:37]4[CH2:42][CH2:41][N:40]([CH:43]5[CH2:48][CH2:47][O:46][CH2:45][CH2:44]5)[CH2:39][CH2:38]4)[C:12]4[N:13]([N:34]=[CH:35][N:36]=4)[C:14]=3[CH2:31][CH2:32][CH3:33])=[CH:22][CH:21]=2)[NH:30]1. The yield is 0.310. (2) The reactants are [CH3:1][C:2]1[O:6][N:5]=[C:4]([C:7]2[CH:12]=[CH:11][CH:10]=[CH:9][CH:8]=2)[C:3]=1[CH2:13][O:14][C:15]1[CH:23]=[CH:22][C:18]([C:19]([OH:21])=O)=[CH:17][N:16]=1.F[B-](F)(F)F.N1(OC(N(C)C)=[N+](C)C)C2C=CC=CC=2N=N1.C(N(CC)C(C)C)(C)C.Cl.[CH2:56]([O:58][C:59](=[O:68])[CH2:60][N:61]1[CH2:66][CH2:65][CH2:64][CH:63]([NH2:67])[CH2:62]1)[CH3:57]. The catalyst is CN(C=O)C. The product is [CH2:56]([O:58][C:59](=[O:68])[CH2:60][N:61]1[CH2:66][CH2:65][CH2:64][CH:63]([NH:67][C:19]([C:18]2[CH:17]=[N:16][C:15]([O:14][CH2:13][C:3]3[C:4]([C:7]4[CH:8]=[CH:9][CH:10]=[CH:11][CH:12]=4)=[N:5][O:6][C:2]=3[CH3:1])=[CH:23][CH:22]=2)=[O:21])[CH2:62]1)[CH3:57]. The yield is 0.810. (3) The reactants are S(=O)(=O)(O)[OH:2].[S:6]1[C:10]2[CH:11]=[C:12]([NH:15][C:16](=[O:20])[CH:17]=NO)[CH:13]=[CH:14][C:9]=2[N:8]=[CH:7]1. The catalyst is O. The product is [S:6]1[C:10]2[C:9](=[CH:14][CH:13]=[C:12]3[C:11]=2[C:17](=[O:2])[C:16](=[O:20])[NH:15]3)[N:8]=[CH:7]1. The yield is 0.460. (4) The reactants are [Cl:1][C:2]1[CH:7]=[CH:6][C:5]([CH:8]2[C:17]3[CH:16]=[C:15]([C:18]4[CH:23]=[CH:22][N:21]=[CH:20][CH:19]=4)[S:14][C:13]=3[CH:12]([OH:24])[CH2:11][CH2:10][CH2:9]2)=[CH:4][CH:3]=1.C(Cl)Cl.CC(OI1(OC(C)=O)(OC(C)=O)OC(=O)C2C=CC=CC1=2)=O.C([O-])(O)=O.[Na+]. No catalyst specified. The product is [Cl:1][C:2]1[CH:7]=[CH:6][C:5]([CH:8]2[C:17]3[CH:16]=[C:15]([C:18]4[CH:19]=[CH:20][N:21]=[CH:22][CH:23]=4)[S:14][C:13]=3[C:12](=[O:24])[CH2:11][CH2:10][CH2:9]2)=[CH:4][CH:3]=1. The yield is 0.500. (5) The reactants are Br[C:2]1[CH:3]=[C:4]([C:8]2[CH:17]=[CH:16][C:15]3[C:10](=[CH:11][CH:12]=[CH:13][CH:14]=3)[CH:9]=2)[CH:5]=[CH:6][CH:7]=1.CCCCCC.C([Li])CCC.C([O:32][B:33](OC(C)C)[O:34]C(C)C)(C)C.Cl. The catalyst is C1(C)C=CC=CC=1.C1COCC1. The product is [CH:9]1[C:10]2[C:15](=[CH:14][CH:13]=[CH:12][CH:11]=2)[CH:16]=[CH:17][C:8]=1[C:4]1[CH:3]=[C:2]([B:33]([OH:34])[OH:32])[CH:7]=[CH:6][CH:5]=1. The yield is 0.670. (6) The reactants are [CH2:1]([N:4]([CH2:33][CH2:34][CH3:35])[C:5]([C:7]1=[CH:8][C:9]2[CH:25]=[CH:24][C:23]([C:26]3[CH:31]=[CH:30][C:29]([OH:32])=[CH:28][CH:27]=3)=[CH:22][C:10]=2[N:11]=[C:12]([NH:14][C:15](=[O:21])[O:16][C:17]([CH3:20])([CH3:19])[CH3:18])[CH2:13]1)=[O:6])[CH2:2][CH3:3].[F:36][C:37]([F:56])([F:55])[S:38](N(C1C=CC=CC=1)[S:38]([C:37]([F:56])([F:55])[F:36])(=[O:40])=[O:39])(=[O:40])=[O:39]. The catalyst is C(Cl)Cl. The product is [F:36][C:37]([F:56])([F:55])[S:38]([O:32][C:29]1[CH:28]=[CH:27][C:26]([C:23]2[CH:24]=[CH:25][C:9]3=[C:10]([CH:22]=2)[N:11]=[C:12]([NH:14][C:15]([O:16][C:17]([CH3:20])([CH3:19])[CH3:18])=[O:21])[CH2:13][C:7]([C:5](=[O:6])[N:4]([CH2:1][CH2:2][CH3:3])[CH2:33][CH2:34][CH3:35])=[CH:8]3)=[CH:31][CH:30]=1)(=[O:40])=[O:39]. The yield is 0.660. (7) The reactants are Cl.[CH3:2][C@@H:3]([CH2:8][CH2:9][CH:10]=[C:11]([CH3:13])[CH3:12])[CH2:4][C:5]([OH:7])=O.[NH2:14][C@@H:15]([CH2:33][O:34][CH2:35][C:36]1[CH:41]=[CH:40][CH:39]=[CH:38][CH:37]=1)[C:16]([NH:18][C:19]1[CH:24]=[CH:23][C:22]([O:25][C:26]2[CH:31]=[CH:30][C:29]([F:32])=[CH:28][CH:27]=2)=[CH:21][CH:20]=1)=[O:17]. No catalyst specified. The product is [CH2:35]([O:34][CH2:33][C@H:15]([NH:14][C:5](=[O:7])[CH2:4][C@@H:3]([CH3:2])[CH2:8][CH2:9][CH:10]=[C:11]([CH3:13])[CH3:12])[C:16]([NH:18][C:19]1[CH:24]=[CH:23][C:22]([O:25][C:26]2[CH:31]=[CH:30][C:29]([F:32])=[CH:28][CH:27]=2)=[CH:21][CH:20]=1)=[O:17])[C:36]1[CH:41]=[CH:40][CH:39]=[CH:38][CH:37]=1. The yield is 0.469. (8) No catalyst specified. The product is [F:33][C:30]1[CH:29]=[CH:28][C:27]([C@:4]2([CH2:1][CH2:2][CH2:3][OH:37])[O:9][C:8](=[O:10])[N:7]([C@H:11]3[CH2:16][CH2:15][CH2:14][N:13]([C:17]([O:19][CH2:20][C:21]4[CH:22]=[CH:23][CH:24]=[CH:25][CH:26]=4)=[O:18])[CH2:12]3)[CH2:6][CH2:5]2)=[CH:32][CH:31]=1. The yield is 0.200. The reactants are [CH2:1]([C@@:4]1([C:27]2[CH:32]=[CH:31][C:30]([F:33])=[CH:29][CH:28]=2)[O:9][C:8](=[O:10])[N:7]([C@H:11]2[CH2:16][CH2:15][CH2:14][N:13]([C:17]([O:19][CH2:20][C:21]3[CH:26]=[CH:25][CH:24]=[CH:23][CH:22]=3)=[O:18])[CH2:12]2)[CH2:6][CH2:5]1)[CH:2]=[CH2:3].C1C[O:37]CC1.